Dataset: Full USPTO retrosynthesis dataset with 1.9M reactions from patents (1976-2016). Task: Predict the reactants needed to synthesize the given product. (1) The reactants are: Br[C:2]1[CH:3]=[C:4]2[C:26](=[CH:27][CH:28]=1)[C:12]1[NH:13][C:14]([C:16]3[C:23]([C:24]#[N:25])=[CH:22][CH:21]=[CH:20][C:17]=3[C:18]#[N:19])=[N:15][C:11]=1[C:10]1[CH:9]=[CH:8][C:7]([Cl:29])=[CH:6][C:5]2=1.[CH3:30][C:31]([OH:35])([C:33]#[CH:34])[CH3:32].C(NC(C)C)(C)C.O. Given the product [Cl:29][C:7]1[CH:6]=[C:5]2[C:10](=[CH:9][CH:8]=1)[C:11]1[NH:15][C:14]([C:16]3[C:17]([C:18]#[N:19])=[CH:20][CH:21]=[CH:22][C:23]=3[C:24]#[N:25])=[N:13][C:12]=1[C:26]1[CH:27]=[CH:28][C:2]([C:34]#[C:33][C:31]([OH:35])([CH3:32])[CH3:30])=[CH:3][C:4]2=1, predict the reactants needed to synthesize it. (2) The reactants are: [CH3:1][C:2]1[N:6]2[CH2:7][CH2:8][N:9]([C:11]([O:13][CH2:14][C:15]3[CH:20]=[CH:19][CH:18]=[CH:17][CH:16]=3)=[O:12])[CH2:10][C:5]2=[N:4][CH:3]=1.C1C(=O)N([I:28])C(=O)C1.S([O-])([O-])(=O)=S.[Na+].[Na+]. Given the product [CH2:14]([O:13][C:11]([N:9]1[CH2:8][CH2:7][N:6]2[C:2]([CH3:1])=[C:3]([I:28])[N:4]=[C:5]2[CH2:10]1)=[O:12])[C:15]1[CH:20]=[CH:19][CH:18]=[CH:17][CH:16]=1, predict the reactants needed to synthesize it. (3) Given the product [I:1][C:2]1[CH:11]=[C:10]2[C:5]([CH:6]=[CH:7][C:8](=[O:20])[NH:9]2)=[N:4][CH:3]=1, predict the reactants needed to synthesize it. The reactants are: [I:1][C:2]1[CH:11]=[C:10]2[C:5]([CH:6]=[CH:7][CH:8]=[N+:9]2[O-])=[N:4][CH:3]=1.C1(C)C=CC(S(Cl)(=O)=[O:20])=CC=1.C(=O)([O-])[O-].[K+].[K+]. (4) Given the product [O:28]1[CH:29]=[CH:30][C:26]([NH:25][S:22]([C:18]2[CH:17]=[C:16]3[C:21](=[CH:20][CH:19]=2)[C:12]([C:10]2[CH:11]=[C:6]([CH3:46])[C:7]([C:33]([F:35])([F:34])[F:36])=[CH:8][C:9]=2[O:31][CH3:32])=[N:13][CH:14]=[CH:15]3)(=[O:23])=[O:24])=[N:27]1, predict the reactants needed to synthesize it. The reactants are: CB(O)O.Cl[C:6]1[C:7]([C:33]([F:36])([F:35])[F:34])=[CH:8][C:9]([O:31][CH3:32])=[C:10]([C:12]2[C:21]3[C:16](=[CH:17][C:18]([S:22]([NH:25][C:26]4[CH:30]=[CH:29][O:28][N:27]=4)(=[O:24])=[O:23])=[CH:19][CH:20]=3)[CH:15]=[CH:14][N:13]=2)[CH:11]=1.P([O-])([O-])([O-])=O.[K+].[K+].[K+].O1CCOC[CH2:46]1.